This data is from Full USPTO retrosynthesis dataset with 1.9M reactions from patents (1976-2016). The task is: Predict the reactants needed to synthesize the given product. (1) The reactants are: [F:1][C:2]1[CH:7]=[CH:6][CH:5]=[CH:4][C:3]=1[C:8](=[O:15])[CH2:9][C:10]([O:12][CH2:13][CH3:14])=[O:11].[H-].[Na+].[F:18][C:19]([F:29])([F:28])[C:20]1[CH:27]=[CH:26][C:23]([CH2:24]Br)=[CH:22][CH:21]=1.O. Given the product [F:1][C:2]1[CH:7]=[CH:6][CH:5]=[CH:4][C:3]=1[C:8](=[O:15])[CH:9]([CH2:24][C:23]1[CH:22]=[CH:21][C:20]([C:19]([F:18])([F:28])[F:29])=[CH:27][CH:26]=1)[C:10]([O:12][CH2:13][CH3:14])=[O:11], predict the reactants needed to synthesize it. (2) Given the product [Cl:1][C:2]1[C:18]([CH3:19])=[CH:17][C:5]2[NH:6][C:7]([C:9]3[C:13]([NH2:14])=[CH:12][NH:11][N:10]=3)=[N:8][C:4]=2[CH:3]=1, predict the reactants needed to synthesize it. The reactants are: [Cl:1][C:2]1[C:18]([CH3:19])=[CH:17][C:5]2[NH:6][C:7]([C:9]3[C:13]([N+:14]([O-])=O)=[CH:12][NH:11][N:10]=3)=[N:8][C:4]=2[CH:3]=1.[Sn](Cl)(Cl)(Cl)Cl.C(=O)([O-])O.[Na+]. (3) Given the product [C:16]12([C:2]34[O:1][C:7]53[CH2:8][CH:4]([CH2:3]4)[CH2:5][CH2:6]5)[CH2:17][CH:18]([CH2:19][CH2:20]1)[CH:14]=[CH:15]2, predict the reactants needed to synthesize it. The reactants are: [O:1]1[C:7]23[CH2:8][CH:4]([CH2:5][CH:6]2C=C)[CH2:3][CH:2]13.C1[CH:15]2[CH:16]3[CH:20]=[CH:19][CH:18]([CH:14]2C=C1)[CH2:17]3. (4) Given the product [Cl:29][CH2:30][Cl:31].[CH3:2][OH:1].[NH3:3].[C:24]([O:16][C:13]1[CH:14]=[CH:15][C:10]([C:2]2[O:1][C:9]3[CH2:8][CH2:7][N:6]([C:22](=[O:28])[CH3:23])[CH2:5][C:4]=3[N:3]=2)=[CH:11][CH:12]=1)(=[O:26])[CH3:25], predict the reactants needed to synthesize it. The reactants are: [O:1]1[C:9]2[CH2:8][CH2:7][NH:6][CH2:5][C:4]=2[N:3]=[C:2]1[C:10]1[CH:15]=[CH:14][C:13]([OH:16])=[CH:12][CH:11]=1.C(N([CH2:22][CH3:23])CC)C.[C:24](Cl)(=[O:26])[CH3:25].[OH2:28].[Cl:29][CH2:30][Cl:31]. (5) Given the product [Br:11][C:12]1[CH:13]=[C:14]([NH:18][C:19]2[C:28]3[C:23](=[CH:24][C:25]([O:30][CH3:31])=[C:26]([O:29][CH2:9][CH2:8][Br:10])[CH:27]=3)[N:22]=[CH:21][N:20]=2)[CH:15]=[CH:16][CH:17]=1, predict the reactants needed to synthesize it. The reactants are: C(=O)([O-])[O-].[K+].[K+].Br[CH:8]([Br:10])[CH3:9].[Br:11][C:12]1[CH:13]=[C:14]([NH:18][C:19]2[C:28]3[C:23](=[CH:24][C:25]([O:30][CH3:31])=[C:26]([OH:29])[CH:27]=3)[N:22]=[CH:21][N:20]=2)[CH:15]=[CH:16][CH:17]=1. (6) Given the product [OH:29][C:11]1[CH:10]=[C:9]([CH:14]=[CH:13][C:12]=1[N:15]1[CH2:16][C:17](=[O:28])[NH:18][S:19]1(=[O:21])=[O:20])[CH2:8][C@@H:3]1[CH2:4][CH2:5][CH2:6][CH2:7][C@H:2]1[NH:1][S:43]([C:37]1[CH:42]=[CH:41][CH:40]=[CH:39][CH:38]=1)(=[O:45])=[O:44], predict the reactants needed to synthesize it. The reactants are: [NH2:1][C@@H:2]1[CH2:7][CH2:6][CH2:5][CH2:4][C@H:3]1[CH2:8][C:9]1[CH:14]=[CH:13][C:12]([N:15]2[S:19](=[O:21])(=[O:20])[N:18](CC[Si](C)(C)C)[C:17](=[O:28])[CH2:16]2)=[C:11]([O:29]CC2C=CC=CC=2)[CH:10]=1.[C:37]1([S:43](Cl)(=[O:45])=[O:44])[CH:42]=[CH:41][CH:40]=[CH:39][CH:38]=1.